Dataset: NCI-60 drug combinations with 297,098 pairs across 59 cell lines. Task: Regression. Given two drug SMILES strings and cell line genomic features, predict the synergy score measuring deviation from expected non-interaction effect. (1) Synergy scores: CSS=46.4, Synergy_ZIP=4.73, Synergy_Bliss=4.82, Synergy_Loewe=2.32, Synergy_HSA=5.37. Drug 2: CCN(CC)CCCC(C)NC1=C2C=C(C=CC2=NC3=C1C=CC(=C3)Cl)OC. Drug 1: CCC(=C(C1=CC=CC=C1)C2=CC=C(C=C2)OCCN(C)C)C3=CC=CC=C3.C(C(=O)O)C(CC(=O)O)(C(=O)O)O. Cell line: HCT116. (2) Drug 1: CC(C)(C#N)C1=CC(=CC(=C1)CN2C=NC=N2)C(C)(C)C#N. Drug 2: C1=NC(=NC(=O)N1C2C(C(C(O2)CO)O)O)N. Cell line: U251. Synergy scores: CSS=29.0, Synergy_ZIP=-0.448, Synergy_Bliss=2.25, Synergy_Loewe=3.14, Synergy_HSA=1.35. (3) Drug 1: C1CN(P(=O)(OC1)NCCCl)CCCl. Drug 2: N.N.Cl[Pt+2]Cl. Cell line: SK-OV-3. Synergy scores: CSS=30.3, Synergy_ZIP=-3.97, Synergy_Bliss=-0.180, Synergy_Loewe=-32.6, Synergy_HSA=-3.73.